This data is from Reaction yield outcomes from USPTO patents with 853,638 reactions. The task is: Predict the reaction yield, written as a fraction of the theoretical maximum amount of product (1.0 means a 100% yield; for example, 0.34 means a 34% yield). (1) The reactants are [Si]([O:8][C@@H:9]1[C@@:26]2([CH3:27])[C:13](=[CH:14][CH:15]=[C:16]3[C@@H:25]2[CH2:24][CH2:23][C@@:21]2([CH3:22])[C@H:17]3[CH2:18][CH:19]=[C:20]2[CH2:28][O:29][CH2:30][C:31]#[C:32][C:33]([O:36][Si](CC)(CC)CC)([CH3:35])[CH3:34])[CH2:12][C@@H:11]([O:44][Si](C(C)(C)C)(C)C)[CH2:10]1)(C(C)(C)C)(C)C.O1CCCC1.[F-].C([N+](CCCC)(CCCC)CCCC)CCC. No catalyst specified. The product is [OH:8][C@@H:9]1[C@@:26]2([CH3:27])[C:13](=[CH:14][CH:15]=[C:16]3[C@@H:25]2[CH2:24][CH2:23][C@@:21]2([CH3:22])[C@H:17]3[CH2:18][CH:19]=[C:20]2[CH2:28][O:29][CH2:30][C:31]#[C:32][C:33]([OH:36])([CH3:35])[CH3:34])[CH2:12][C@@H:11]([OH:44])[CH2:10]1. The yield is 0.920. (2) The reactants are [CH2:1]([NH:5][CH2:6][C:7]1[CH:12]=[CH:11][CH:10]=[C:9]([O:13][CH3:14])[C:8]=1[O:15][CH3:16])[CH2:2][CH2:3][CH3:4].[CH2:17]([O:19][C@H:20]([C:33]([O:35][CH2:36][CH3:37])=[O:34])[CH2:21][C:22]1[CH:32]=[CH:31][C:25]([O:26][CH2:27][C:28](O)=[O:29])=[CH:24][CH:23]=1)[CH3:18]. The catalyst is C(Cl)Cl. The product is [CH2:1]([N:5]([CH2:6][C:7]1[CH:12]=[CH:11][CH:10]=[C:9]([O:13][CH3:14])[C:8]=1[O:15][CH3:16])[C:28](=[O:29])[CH2:27][O:26][C:25]1[CH:24]=[CH:23][C:22]([CH2:21][C@H:20]([O:19][CH2:17][CH3:18])[C:33]([O:35][CH2:36][CH3:37])=[O:34])=[CH:32][CH:31]=1)[CH2:2][CH2:3][CH3:4]. The yield is 0.430. (3) The reactants are Br[C:2]1[CH:7]=[CH:6][C:5]([S:8]([N:11]2[CH2:14][CH:13]([OH:15])[CH2:12]2)(=[O:10])=[O:9])=[CH:4][CH:3]=1.[B:16]1([B:16]2[O:20][C:19]([CH3:22])([CH3:21])[C:18]([CH3:24])([CH3:23])[O:17]2)[O:20][C:19]([CH3:22])([CH3:21])[C:18]([CH3:24])([CH3:23])[O:17]1.C([O-])(=O)C.[K+]. The catalyst is O1CCOCC1.C1C=CC(P(C2C=CC=CC=2)[C-]2C=CC=C2)=CC=1.C1C=CC(P(C2C=CC=CC=2)[C-]2C=CC=C2)=CC=1.Cl[Pd]Cl.[Fe+2]. The product is [CH3:23][C:18]1([CH3:24])[C:19]([CH3:22])([CH3:21])[O:20][B:16]([C:2]2[CH:7]=[CH:6][C:5]([S:8]([N:11]3[CH2:14][CH:13]([OH:15])[CH2:12]3)(=[O:10])=[O:9])=[CH:4][CH:3]=2)[O:17]1. The yield is 0.970. (4) The yield is 0.612. The product is [Cl:12][C:9]1[CH:10]=[CH:11][C:6]([CH2:5][C:1]#[N:2])=[CH:7][C:8]=1[F:13]. The catalyst is CS(C)=O.O. The reactants are [C-:1]#[N:2].[K+].Br[CH2:5][C:6]1[CH:11]=[CH:10][C:9]([Cl:12])=[C:8]([F:13])[CH:7]=1. (5) The reactants are [CH3:1][O:2][C:3]1[CH:4]=[N:5][CH:6]=[C:7]([CH:11]=1)[C:8](Cl)=[O:9].Cl.CO[C:15]1[CH:16]=[N:17][CH:18]=[C:19]([CH:23]=1)C(O)=O.C([N:26]([CH2:29]C)CC)C.C[N:32](C)C=O. The catalyst is ClCCl. The product is [N:17]1[CH:16]=[CH:15][CH:23]=[CH:19][C:18]=1[C:29]1[N:26]=[C:8]([C:7]2[CH:6]=[N:5][CH:4]=[C:3]([O:2][CH3:1])[CH:11]=2)[O:9][N:32]=1. The yield is 0.170. (6) The reactants are Br[C:2]1[CH:3]=[CH:4][C:5]2[NH:6][C:7]3[C:12]([C:13]=2[CH:14]=1)=[CH:11][CH:10]=[CH:9][CH:8]=3.[CH:15]1[C:23]2[C:22]3[CH:24]=[CH:25][CH:26]=[CH:27][C:21]=3[O:20][C:19]=2[CH:18]=[CH:17][C:16]=1B(O)O.CC1C=CC=CC=1P(C1C=CC=CC=1C)C1C=CC=CC=1C.C(=O)([O-])[O-].[K+].[K+]. The catalyst is C([O-])(=O)C.[Pd+2].C([O-])(=O)C.C1(C)C=CC=CC=1.C(O)C. The product is [CH:15]1[C:23]2[C:22]3[CH:24]=[CH:25][CH:26]=[CH:27][C:21]=3[O:20][C:19]=2[CH:18]=[CH:17][C:16]=1[C:2]1[CH:3]=[CH:4][C:5]2[NH:6][C:7]3[C:12]([C:13]=2[CH:14]=1)=[CH:11][CH:10]=[CH:9][CH:8]=3. The yield is 0.270. (7) The reactants are [CH:1]1[C:13]2[NH:12][C:11]3[C:6](=[CH:7][CH:8]=[CH:9][CH:10]=3)[C:5]=2[CH:4]=[CH:3][CH:2]=1.[CH2:14]1N2CCN(CC2)C1. The catalyst is CCOC(C)=O.O. The product is [CH3:14][N:12]1[C:11]2[CH:10]=[CH:9][CH:8]=[CH:7][C:6]=2[C:5]2[C:13]1=[CH:1][CH:2]=[CH:3][CH:4]=2. The yield is 0.970. (8) The reactants are [CH3:1][O:2][C:3](=[O:35])[NH:4][CH:5]([C:9]([N:11]1[CH2:15][C:14](F)(F)[CH2:13][CH:12]1[C:18]1[NH:19][C:20]([C:23]2[CH:28]=[CH:27][C:26]([C:29]#[C:30][Si](C)(C)C)=[CH:25][CH:24]=2)=[CH:21][N:22]=1)=[O:10])[CH:6]([CH3:8])[CH3:7].C([O-])([O-])=O.[K+].[K+]. The catalyst is CO. The product is [CH3:1][O:2][C:3](=[O:35])[NH:4][CH:5]([C:9]([N:11]1[CH2:15][CH2:14][CH2:13][CH:12]1[C:18]1[NH:19][C:20]([C:23]2[CH:28]=[CH:27][C:26]([C:29]#[CH:30])=[CH:25][CH:24]=2)=[CH:21][N:22]=1)=[O:10])[CH:6]([CH3:8])[CH3:7]. The yield is 1.00. (9) The reactants are [CH3:1][O:2][C:3](=[O:35])[CH2:4][NH:5][C:6]1[CH:11]=[CH:10][C:9]([CH2:12][N:13]2[CH:17]=[C:16]([C:18]3[CH:23]=[CH:22][C:21]([Cl:24])=[CH:20][C:19]=3[Cl:25])[N:15]=[C:14]2/[CH:26]=[CH:27]/[C:28]2[CH:33]=[CH:32][C:31](Br)=[CH:30][CH:29]=2)=[CH:8][CH:7]=1.[F:36][C:37]([F:48])([F:47])[C:38]1[CH:39]=[C:40](B(O)O)[CH:41]=[CH:42][CH:43]=1. No catalyst specified. The product is [CH3:1][O:2][C:3](=[O:35])[CH2:4][NH:5][C:6]1[CH:11]=[CH:10][C:9]([CH2:12][N:13]2[CH:17]=[C:16]([C:18]3[CH:23]=[CH:22][C:21]([Cl:24])=[CH:20][C:19]=3[Cl:25])[N:15]=[C:14]2/[CH:26]=[CH:27]/[C:28]2[CH:33]=[CH:32][C:31]([C:42]3[CH:41]=[CH:40][CH:39]=[C:38]([C:37]([F:48])([F:47])[F:36])[CH:43]=3)=[CH:30][CH:29]=2)=[CH:8][CH:7]=1. The yield is 0.700. (10) The reactants are [F:1][C:2]1[CH:3]=[C:4]([CH:7]=[CH:8][C:9]=1[F:10])[NH:5][CH3:6].Br.Br[CH:13]([C:15]1[CH:16]=[C:17]([C:32]([NH:34][CH2:35][CH2:36][N:37]([CH3:39])[CH3:38])=[O:33])[CH:18]=[C:19]2[C:24]=1[O:23][C:22]([N:25]1[CH2:30][CH2:29][O:28][CH2:27][CH2:26]1)=[CH:21][C:20]2=[O:31])[CH3:14]. No catalyst specified. The product is [F:1][C:2]1[CH:3]=[C:4]([N:5]([CH3:6])[CH:13]([C:15]2[CH:16]=[C:17]([C:32]([NH:34][CH2:35][CH2:36][N:37]([CH3:39])[CH3:38])=[O:33])[CH:18]=[C:19]3[C:24]=2[O:23][C:22]([N:25]2[CH2:30][CH2:29][O:28][CH2:27][CH2:26]2)=[CH:21][C:20]3=[O:31])[CH3:14])[CH:7]=[CH:8][C:9]=1[F:10]. The yield is 0.456.